From a dataset of Reaction yield outcomes from USPTO patents with 853,638 reactions. Predict the reaction yield, written as a fraction of the theoretical maximum amount of product (1.0 means a 100% yield; for example, 0.34 means a 34% yield). (1) The reactants are [CH3:1][O:2][C:3](=[O:44])[C@H:4]1[O:31][CH:8]([O:9][C:10]2[CH:15]=[CH:14][C:13]([CH2:16][CH2:17][CH2:18][CH2:19][NH:20]C(OCC3C=CC=CC=3)=O)=[CH:12][CH:11]=2)[C@H:7]([O:32][C:33](=[O:35])[CH3:34])[C@@H:6]([O:36][C:37](=[O:39])[CH3:38])[C@@H:5]1[O:40][C:41](=[O:43])[CH3:42]. The catalyst is CO.[Pd]. The product is [CH3:1][O:2][C:3](=[O:44])[C@H:4]1[O:31][CH:8]([O:9][C:10]2[CH:11]=[CH:12][C:13]([CH2:16][CH2:17][CH2:18][CH2:19][NH2:20])=[CH:14][CH:15]=2)[C@H:7]([O:32][C:33](=[O:35])[CH3:34])[C@@H:6]([O:36][C:37](=[O:39])[CH3:38])[C@@H:5]1[O:40][C:41](=[O:43])[CH3:42]. The yield is 0.840. (2) The reactants are O=P(Cl)(Cl)Cl.[CH3:6][O:7][C:8]1[CH:20]=[C:19]2[C:11]([N:12]3[C:17](=[CH:18]2)[CH2:16][O:15][CH2:14][CH2:13]3)=[CH:10][CH:9]=1.[OH-].[Na+].CN([CH:26]=[O:27])C. No catalyst specified. The product is [CH3:6][O:7][C:8]1[CH:20]=[C:19]2[C:11]([N:12]3[C:17](=[C:18]2[CH:26]=[O:27])[CH2:16][O:15][CH2:14][CH2:13]3)=[CH:10][CH:9]=1. The yield is 0.580. (3) The reactants are C([C@@:9]1([OH:34])[C@@H:13]([CH:14](C(=O)C2C=CC=CC=2)[OH:15])[O:12][C@@H:11]([N:24]2[CH:31]=[CH:30][C:28](=[O:29])[NH:27][C:25]2=[O:26])[C@@:10]1([F:33])[CH3:32])(=O)C1C=CC=CC=1.N. The catalyst is CO. The product is [F:33][C@:10]1([CH3:32])[C@H:9]([OH:34])[C@@H:13]([CH2:14][OH:15])[O:12][C@H:11]1[N:24]1[CH:31]=[CH:30][C:28](=[O:29])[NH:27][C:25]1=[O:26]. The yield is 0.600. (4) The reactants are [C:1]([O:5][C:6]([N:8]1[CH2:11][C:10](=O)[CH2:9]1)=[O:7])([CH3:4])([CH3:3])[CH3:2].Cl.[F:14][C:15]1([F:21])[CH2:20][CH2:19][NH:18][CH2:17][CH2:16]1.C(O[BH-](OC(=O)C)OC(=O)C)(=O)C.[Na+]. The catalyst is ClCCCl. The product is [C:1]([O:5][C:6]([N:8]1[CH2:11][CH:10]([N:18]2[CH2:19][CH2:20][C:15]([F:21])([F:14])[CH2:16][CH2:17]2)[CH2:9]1)=[O:7])([CH3:4])([CH3:3])[CH3:2]. The yield is 0.830.